The task is: Predict the reactants needed to synthesize the given product.. This data is from Full USPTO retrosynthesis dataset with 1.9M reactions from patents (1976-2016). (1) Given the product [Cl:17][C:16]1([Cl:19])[CH2:12][CH:11]1[C:6]1[CH:7]=[CH:8][CH:9]=[CH:10][C:5]=1[O:4][CH2:3][O:2][CH3:1], predict the reactants needed to synthesize it. The reactants are: [CH3:1][O:2][CH2:3][O:4][C:5]1[CH:10]=[CH:9][CH:8]=[CH:7][C:6]=1[CH:11]=[CH2:12].[OH-].[Na+].O.[CH:16]([Cl:19])(Cl)[Cl:17]. (2) Given the product [Cl:1][C:2]1[CH:3]=[C:4]([CH:7]=[CH:8][CH:9]=1)[CH2:5][NH:6][C:39]([C:35]1[CH:34]=[C:33]2[C:38](=[CH:37][CH:36]=1)[N:30]([CH2:29][C:26]1[CH:25]=[CH:24][C:23]([C:18]3[C:17]([C:15]([OH:16])=[O:14])=[CH:22][CH:21]=[CH:20][CH:19]=3)=[CH:28][CH:27]=1)[C:31]([CH3:43])=[C:32]2[CH3:42])=[O:40], predict the reactants needed to synthesize it. The reactants are: [Cl:1][C:2]1[CH:3]=[C:4]([CH:7]=[CH:8][CH:9]=1)[CH2:5][NH2:6].C([O:14][C:15]([C:17]1[CH:22]=[CH:21][CH:20]=[CH:19][C:18]=1[C:23]1[CH:28]=[CH:27][C:26]([CH2:29][N:30]2[C:38]3[C:33](=[CH:34][C:35]([C:39](O)=[O:40])=[CH:36][CH:37]=3)[C:32]([CH3:42])=[C:31]2[CH3:43])=[CH:25][CH:24]=1)=[O:16])(C)(C)C. (3) Given the product [CH3:1][O:2][C:3]([C:5]1([NH:11][C:12]([C:14]2[CH:19]=[CH:18][C:17]([CH2:20][N:23]([CH3:24])[CH3:22])=[CH:16][CH:15]=2)=[O:13])[CH2:10][CH2:9][CH2:8][CH2:7][CH2:6]1)=[O:4], predict the reactants needed to synthesize it. The reactants are: [CH3:1][O:2][C:3]([C:5]1([NH:11][C:12]([C:14]2[CH:19]=[CH:18][C:17]([CH2:20]Cl)=[CH:16][CH:15]=2)=[O:13])[CH2:10][CH2:9][CH2:8][CH2:7][CH2:6]1)=[O:4].[CH3:22][NH:23][CH3:24].